Dataset: Full USPTO retrosynthesis dataset with 1.9M reactions from patents (1976-2016). Task: Predict the reactants needed to synthesize the given product. Given the product [N:11]1([C:2]2[S:3][C:4]([C:7]([O:9][CH3:10])=[O:8])=[CH:5][N:6]=2)[CH2:16][CH2:15][NH:14][CH2:13][CH2:12]1, predict the reactants needed to synthesize it. The reactants are: Br[C:2]1[S:3][C:4]([C:7]([O:9][CH3:10])=[O:8])=[CH:5][N:6]=1.[NH:11]1[CH2:16][CH2:15][NH:14][CH2:13][CH2:12]1.